This data is from Full USPTO retrosynthesis dataset with 1.9M reactions from patents (1976-2016). The task is: Predict the reactants needed to synthesize the given product. Given the product [F:1][C:2]([F:19])([O:7][C:8]1[CH:18]=[CH:17][C:11]([C:12]([NH:21][NH2:22])=[O:13])=[CH:10][CH:9]=1)[C:3]([F:6])([F:5])[F:4], predict the reactants needed to synthesize it. The reactants are: [F:1][C:2]([F:19])([O:7][C:8]1[CH:18]=[CH:17][C:11]([C:12](OCC)=[O:13])=[CH:10][CH:9]=1)[C:3]([F:6])([F:5])[F:4].O.[NH2:21][NH2:22].